Task: Predict the product of the given reaction.. Dataset: Forward reaction prediction with 1.9M reactions from USPTO patents (1976-2016) (1) The product is: [Br:32][CH2:19][C:13]1[NH:12][C:11]([C:20]2[S:21][CH:22]=[CH:23][N:24]=2)=[N:10][C@@H:9]([C:3]2[CH:4]=[CH:5][C:6]([F:8])=[CH:7][C:2]=2[Cl:1])[C:14]=1[C:15]([O:17][CH3:18])=[O:16]. Given the reactants [Cl:1][C:2]1[CH:7]=[C:6]([F:8])[CH:5]=[CH:4][C:3]=1[C@H:9]1[C:14]([C:15]([O:17][CH3:18])=[O:16])=[C:13]([CH3:19])[NH:12][C:11]([C:20]2[S:21][CH:22]=[CH:23][N:24]=2)=[N:10]1.C1C(=O)N([Br:32])C(=O)C1, predict the reaction product. (2) Given the reactants [N+:1]([C:4]1[CH:8]=[CH:7][NH:6][N:5]=1)([O-:3])=[O:2].CC1C=CC(S(O[CH2:20][CH2:21][S:22]([CH3:25])(=[O:24])=[O:23])(=O)=O)=CC=1.C(=O)([O-])[O-].[K+].[K+], predict the reaction product. The product is: [CH3:25][S:22]([CH2:21][CH2:20][N:6]1[CH:7]=[CH:8][C:4]([N+:1]([O-:3])=[O:2])=[N:5]1)(=[O:24])=[O:23]. (3) Given the reactants [NH2:1][C:2]1[C:3]([NH:23][CH3:24])=[N:4][C:5]([NH:8][C:9]2[CH:14]=[CH:13][C:12]([O:15][CH2:16][CH2:17][N:18]([CH2:21][CH3:22])[CH2:19][CH3:20])=[CH:11][CH:10]=2)=[N:6][CH:7]=1.[Cl:25][C:26]1[C:27]([O:42][CH3:43])=[N:28][C:29]([O:40][CH3:41])=[C:30]([Cl:39])[C:31]=1[C:32](=O)[C:33]([O:35]CC)=O.CC(O)=O, predict the reaction product. The product is: [Cl:39][C:30]1[C:29]([O:40][CH3:41])=[N:28][C:27]([O:42][CH3:43])=[C:26]([Cl:25])[C:31]=1[C:32]1[C:33](=[O:35])[N:23]([CH3:24])[C:3]2[N:4]=[C:5]([NH:8][C:9]3[CH:14]=[CH:13][C:12]([O:15][CH2:16][CH2:17][N:18]([CH2:19][CH3:20])[CH2:21][CH3:22])=[CH:11][CH:10]=3)[N:6]=[CH:7][C:2]=2[N:1]=1. (4) Given the reactants [NH2:1][C@@H:2]([C:13]([NH:15][C@H:16]([C:29]([NH:31][C@H:32]([C:36]([OH:38])=[O:37])[CH:33]([CH3:35])[CH3:34])=[O:30])[CH2:17][CH2:18][CH2:19][CH2:20][NH:21][C:22]([O:24][C:25]([CH3:28])([CH3:27])[CH3:26])=[O:23])=[O:14])[CH2:3][C:4]1[C:12]2[C:7](=[CH:8][CH:9]=[CH:10][CH:11]=2)[NH:6][CH:5]=1.[C:39](=[O:42])([O-])[O-:40].[Na+].[Na+].ClC([O-])=O.O1[CH2:54][CH2:53]OCC1, predict the reaction product. The product is: [NH:1]([C:39]([O:40][CH2:3][CH:4]1[C:53]2[C:54](=[CH:29][CH:16]=[CH:17][CH:18]=2)[C:7]2[C:12]1=[CH:11][CH:10]=[CH:9][CH:8]=2)=[O:42])[C@@H:2]([C:13]([NH:15][C@H:16]([C:29]([NH:31][C@H:32]([C:36]([OH:38])=[O:37])[CH:33]([CH3:34])[CH3:35])=[O:30])[CH2:17][CH2:18][CH2:19][CH2:20][NH:21][C:22]([O:24][C:25]([CH3:28])([CH3:26])[CH3:27])=[O:23])=[O:14])[CH2:3][C:4]1[C:12]2[C:7](=[CH:8][CH:9]=[CH:10][CH:11]=2)[NH:6][CH:5]=1. (5) Given the reactants [Br:1][C:2]1[C:10]([F:11])=[CH:9][C:8]([C:12]([OH:14])=[O:13])=[C:7]2[C:3]=1[C:4]([CH3:16])=[C:5]([CH3:15])[NH:6]2.OS(O)(=O)=O.[CH2:22](O)[CH3:23], predict the reaction product. The product is: [Br:1][C:2]1[C:10]([F:11])=[CH:9][C:8]([C:12]([O:14][CH2:22][CH3:23])=[O:13])=[C:7]2[C:3]=1[C:4]([CH3:16])=[C:5]([CH3:15])[NH:6]2. (6) The product is: [NH2:1][C:4]1[CH:16]=[CH:15][C:14]2[C:13]3[C:8](=[CH:9][C:10]([NH2:17])=[CH:11][CH:12]=3)[C:7](=[O:20])[C:6]=2[CH:5]=1. Given the reactants [N+:1]([C:4]1[CH:16]=[CH:15][C:14]2[C:13]3[C:8](=[CH:9][C:10]([N+:17]([O-])=O)=[CH:11][CH:12]=3)[C:7](=[O:20])[C:6]=2[CH:5]=1)([O-])=O.Cl, predict the reaction product. (7) Given the reactants [CH3:1][NH:2][CH2:3][C:4]1([C:10]2[CH:15]=[CH:14][C:13]([O:16][CH2:17][CH2:18][CH2:19][N:20]3[CH2:24][CH2:23][CH2:22][CH2:21]3)=[CH:12][CH:11]=2)[CH2:9][CH2:8][O:7][CH2:6][CH2:5]1.C(N(CC)CC)C.[C:32](Cl)(=[O:34])[CH3:33], predict the reaction product. The product is: [CH3:1][N:2]([CH2:3][C:4]1([C:10]2[CH:15]=[CH:14][C:13]([O:16][CH2:17][CH2:18][CH2:19][N:20]3[CH2:24][CH2:23][CH2:22][CH2:21]3)=[CH:12][CH:11]=2)[CH2:9][CH2:8][O:7][CH2:6][CH2:5]1)[C:32](=[O:34])[CH3:33]. (8) Given the reactants Br[C:2]1[CH:3]=[C:4]2[C:10]([CH:11]=[O:12])=[N:9][N:8]([C:13]([C:26]3[CH:31]=[CH:30][CH:29]=CC=3)(C3C=CC=CC=3)C3C=CC=CC=3)[C:5]2=[N:6][CH:7]=1.B1(B2OC(C)(C)C(C)(C)O2)O[C:35](C)(C)[C:34]([CH3:40])([CH3:39])O1.CC([O-])=[O:52].[K+].Br[C:56]1[CH:57]=[C:58]2C(C(OC)=O)=NN[C:59]2=[N:60][CH:61]=1.P([O-])([O-])([O-])=O.[K+].[K+].[K+].C[N:78]([CH:80]=[O:81])C, predict the reaction product. The product is: [CH:11]([C:10]1[C:4]2[C:5](=[N:6][CH:7]=[C:2]([C:58]3[CH:57]=[C:56]([NH:78][C:80](=[O:81])[C:34]([CH3:40])([CH3:39])[CH3:35])[CH:61]=[N:60][CH:59]=3)[CH:3]=2)[N:8]([CH:13]2[CH2:26][CH2:31][CH2:30][CH2:29][O:52]2)[N:9]=1)=[O:12]. (9) The product is: [N:15]12[CH2:20][CH2:19][CH:18]([CH2:17][CH2:16]1)[C@@H:12]([O:11][C:10](=[O:14])[NH:9][CH2:1][CH2:2][C:3]1[CH:8]=[CH:7][CH:6]=[CH:5][CH:4]=1)[CH2:13]2. Given the reactants [CH2:1]([NH:9][C:10](=[O:14])[O:11][CH2:12][CH3:13])[CH2:2][C:3]1[CH:8]=[CH:7][CH:6]=[CH:5][CH:4]=1.[N:15]12CC[CH:18]([CH2:19][CH2:20]1)[C@@H:17](O)[CH2:16]2.C[O-].[Na+], predict the reaction product.